Dataset: Catalyst prediction with 721,799 reactions and 888 catalyst types from USPTO. Task: Predict which catalyst facilitates the given reaction. (1) Reactant: [H-].[Na+].[N:3]1([C:9](OC(C)(C)C)=O)[CH2:8][CH2:7][NH:6][CH2:5][CH2:4]1.BrC[C:18]1[CH:22]=[N:21][N:20]([C:23]2[CH:28]=[CH:27][CH:26]=[CH:25][CH:24]=2)[N:19]=1. Product: [C:23]1([N:20]2[N:21]=[C:22]([CH2:9][N:3]3[CH2:4][CH2:5][NH:6][CH2:7][CH2:8]3)[CH:18]=[N:19]2)[CH:24]=[CH:25][CH:26]=[CH:27][CH:28]=1. The catalyst class is: 9. (2) Reactant: C([N+](CCCC)(CCCC)CCCC)CCC.[P:18]([O:22][CH2:23][C@@H:24]1[C@@H:28]([O:29][P:30]([O:33][CH2:34][C@@H:35]2[C@@H:39]([OH:40])[C@@H:38]([OH:41])[C@H:37]([N:42]3[CH:50]=[N:49][C:48]4[C:43]3=[N:44][CH:45]=[N:46][C:47]=4[NH2:51])[O:36]2)([OH:32])=[O:31])[CH2:27][C@H:26]([N:52]2[CH:57]=[CH:56][C:55]([NH2:58])=[N:54][C:53]2=[O:59])[O:25]1)([OH:21])([OH:20])=[O:19].[N:60]([C:63]1[CH:95]=[CH:94][C:66]([CH2:67][O:68][C:69]([NH:71][CH2:72][C@@H:73]([S:91][S:92][CH3:93])[CH2:74][CH2:75][C@H:76]([NH:83][C:84]([O:86][C:87]([CH3:90])([CH3:89])[CH3:88])=[O:85])[C:77](OCC#N)=[O:78])=[O:70])=[CH:65][CH:64]=1)=[N+:61]=[N-:62]. Product: [N:60]([C:63]1[CH:64]=[CH:65][C:66]([CH2:67][O:68][C:69]([NH:71][CH2:72][C@H:73]([S:91][S:92][CH3:93])[CH2:74][CH2:75][C@@H:76]([NH:83][C:84]([O:86][C:87]([CH3:89])([CH3:90])[CH3:88])=[O:85])[C:77]([O:40][C@H:39]2[C@@H:38]([OH:41])[C@@H:37]([N:42]3[CH:50]=[N:49][C:48]4[C:43]3=[N:44][CH:45]=[N:46][C:47]=4[NH2:51])[O:36][C@H:35]2[CH2:34][O:33][P:30]([O:29][C@H:28]2[CH2:27][C@H:26]([N:52]3[CH:57]=[CH:56][C:55]([NH2:58])=[N:54][C:53]3=[O:59])[O:25][C@@H:24]2[CH2:23][O:22][P:18]([OH:21])([OH:20])=[O:19])([OH:32])=[O:31])=[O:78])=[O:70])=[CH:94][CH:95]=1)=[N+:61]=[N-:62]. The catalyst class is: 10. (3) Reactant: Br[CH2:2][CH2:3]Br.[Cl:5][C:6]1[CH:11]=[CH:10][CH:9]=[CH:8][C:7]=1[N:12]1[C:16]([C:17]2[S:18][C:19]([C:22]3[CH:27]=[CH:26][CH:25]=[C:24]([S:28]([CH3:31])(=[O:30])=[O:29])[CH:23]=3)=[CH:20][CH:21]=2)=[CH:15][C:14]([CH2:32][C:33]#[N:34])=[N:13]1.[OH-].[Na+]. Product: [Cl:5][C:6]1[CH:11]=[CH:10][CH:9]=[CH:8][C:7]=1[N:12]1[C:16]([C:17]2[S:18][C:19]([C:22]3[CH:27]=[CH:26][CH:25]=[C:24]([S:28]([CH3:31])(=[O:29])=[O:30])[CH:23]=3)=[CH:20][CH:21]=2)=[CH:15][C:14]([C:32]2([C:33]#[N:34])[CH2:3][CH2:2]2)=[N:13]1. The catalyst class is: 786. (4) Reactant: CN(C(ON1N=NC2C=CC=NC1=2)=[N+](C)C)C.F[P-](F)(F)(F)(F)F.Cl.[NH:26]1[CH2:29][CH:28]([OH:30])[CH2:27]1.[C:31]([O:35][C:36]([NH:38][C@@:39]([CH3:46])([CH:43]([CH3:45])[CH3:44])[C:40](O)=[O:41])=[O:37])([CH3:34])([CH3:33])[CH3:32].CCN(C(C)C)C(C)C. Product: [OH:30][CH:28]1[CH2:29][N:26]([C:40](=[O:41])[C@:39]([NH:38][C:36](=[O:37])[O:35][C:31]([CH3:34])([CH3:33])[CH3:32])([CH3:46])[CH:43]([CH3:44])[CH3:45])[CH2:27]1. The catalyst class is: 3. (5) Reactant: [BH4-].[Na+].[C:3]12[C:10]3=[CH:11][CH:12]=[CH:13][CH:14]=[C:9]3[C:8](=O)[O:7][C:5](=[O:6])[C:4]1=[CH:16][CH:17]=[CH:18][CH:19]=2.Cl. Product: [CH:19]1[C:3]2[C:10]3[CH:11]=[CH:12][CH:13]=[CH:14][C:9]=3[CH2:8][O:7][C:5](=[O:6])[C:4]=2[CH:16]=[CH:17][CH:18]=1. The catalyst class is: 18. (6) The catalyst class is: 83. Product: [Cl:1][C:2]1[C:3](/[CH:15]=[CH:14]/[C:17]#[N:52])=[C:7]([CH:8]=[CH:9][CH:10]=1)[C:6]([O:5][CH3:4])=[O:11]. Reactant: [Cl:1][C:2]1[CH:10]=[CH:9][CH:8]=[C:7]2[C:3]=1[C:4](=O)[O:5][C:6]2=[O:11].[H-].[C:14](O[Al](OC(C)(C)C)OC(C)(C)C)([CH3:17])(C)[CH3:15].[Li+].C1(P(=CC#[N:52])(C2C=CC=CC=2)C2C=CC=CC=2)C=CC=CC=1.[OH-].[Na+].C[Si](C=[N+]=[N-])(C)C.